From a dataset of Reaction yield outcomes from USPTO patents with 853,638 reactions. Predict the reaction yield, written as a fraction of the theoretical maximum amount of product (1.0 means a 100% yield; for example, 0.34 means a 34% yield). (1) The reactants are [Br:1][C:2]1[CH:3]=[C:4]([O:11][CH3:12])[C:5]([NH2:10])=[C:6]([O:8][CH3:9])[CH:7]=1.C(N(CC)CC)C.[C:20]([CH2:24][C:25](Cl)=[O:26])([CH3:23])([CH3:22])[CH3:21]. The catalyst is ClCCl. The product is [Br:1][C:2]1[CH:3]=[C:4]([O:11][CH3:12])[C:5]([NH:10][C:25](=[O:26])[CH2:24][C:20]([CH3:23])([CH3:22])[CH3:21])=[C:6]([O:8][CH3:9])[CH:7]=1. The yield is 0.910. (2) The product is [CH3:3][O:4][C:5]1[CH:6]=[CH:7][C:8]([O:9][CH:10]2[CH2:11][N:12]([C:14]([CH3:32])([CH3:33])[CH2:15][CH2:16][C:17]([C:26]3[CH:31]=[CH:30][CH:29]=[CH:28][CH:27]=3)([C:20]3[CH:21]=[CH:22][CH:23]=[CH:24][CH:25]=3)[C:18]([NH2:19])=[O:1])[CH2:13]2)=[CH:34][CH:35]=1. The catalyst is CC(O)(CC)CC. The reactants are [OH-:1].[K+].[CH3:3][O:4][C:5]1[CH:35]=[CH:34][C:8]([O:9][CH:10]2[CH2:13][N:12]([C:14]([CH3:33])([CH3:32])[CH2:15][CH2:16][C:17]([C:26]3[CH:31]=[CH:30][CH:29]=[CH:28][CH:27]=3)([C:20]3[CH:25]=[CH:24][CH:23]=[CH:22][CH:21]=3)[C:18]#[N:19])[CH2:11]2)=[CH:7][CH:6]=1. The yield is 0.960. (3) The yield is 0.990. The reactants are [CH3:1][O:2][C:3]1[CH:8]=[C:7]([O:9][CH2:10][C:11]([F:14])([F:13])[F:12])[C:6]([CH3:15])=[CH:5][C:4]=1[N+:16]([O-])=O. The catalyst is CCO.CCOC(C)=O.[Pd]. The product is [CH3:1][O:2][C:3]1[CH:8]=[C:7]([O:9][CH2:10][C:11]([F:12])([F:13])[F:14])[C:6]([CH3:15])=[CH:5][C:4]=1[NH2:16].